Task: Predict the reaction yield, written as a fraction of the theoretical maximum amount of product (1.0 means a 100% yield; for example, 0.34 means a 34% yield).. Dataset: Reaction yield outcomes from USPTO patents with 853,638 reactions (1) The reactants are C([O:5][C:6](=[O:41])[CH2:7][O:8][CH:9]1[CH:16]2[CH2:17][C:12]3([C:18]4[N:26](C5CCCCO5)[C:25]5[C:24](=[O:33])[N:23]([CH2:34][CH2:35][CH3:36])[C:22](=[O:37])[N:21]([CH2:38][CH2:39][CH3:40])[C:20]=5[N:19]=4)[CH2:13][CH:14]([O:15]2)[CH:10]1[O:11]3)(C)(C)C.C(O)(C(F)(F)F)=O. The catalyst is C(Cl)Cl. The product is [O:37]=[C:22]1[N:21]([CH2:38][CH2:39][CH3:40])[C:20]2[N:19]=[C:18]([C:12]34[CH2:17][CH:16]5[O:15][CH:14]([CH2:13]3)[CH:10]([CH:9]5[O:8][CH2:7][C:6]([OH:41])=[O:5])[O:11]4)[NH:26][C:25]=2[C:24](=[O:33])[N:23]1[CH2:34][CH2:35][CH3:36]. The yield is 0.0800. (2) The reactants are [F:1][C:2]1[CH:3]=[C:4]([NH2:24])[CH:5]=[CH:6][C:7]=1[O:8][C:9]1[CH:14]=[CH:13][N:12]=[C:11]2[CH:15]=[C:16]([C:18]3[N:19]=[CH:20][N:21]([CH3:23])[CH:22]=3)[S:17][C:10]=12.FC1C=C(NC(NC(=O)CC2C=CC=CC=2)=S)C=CC=1OC1C=CN=C2C=C(C3C=CC(S(C)(=O)=O)=CC=3)SC=12.[F:65][C:66]1[CH:71]=[CH:70][CH:69]=[CH:68][C:67]=1[CH2:72][C:73]([N:75]=[C:76]=[S:77])=[O:74]. No catalyst specified. The product is [F:1][C:2]1[CH:3]=[C:4]([NH:24][C:76]([NH:75][C:73](=[O:74])[CH2:72][C:67]2[CH:68]=[CH:69][CH:70]=[CH:71][C:66]=2[F:65])=[S:77])[CH:5]=[CH:6][C:7]=1[O:8][C:9]1[CH:14]=[CH:13][N:12]=[C:11]2[CH:15]=[C:16]([C:18]3[N:19]=[CH:20][N:21]([CH3:23])[CH:22]=3)[S:17][C:10]=12. The yield is 0.240. (3) The yield is 0.860. The catalyst is CO.C1COCC1. The reactants are [I:1][C:2]1[CH:7]=[CH:6][C:5]([N:8]2[CH:12]=[N:11][C:10]([C:13]([O:15]C)=[O:14])=[N:9]2)=[CH:4][CH:3]=1.[OH-].[Na+].Cl. The product is [I:1][C:2]1[CH:7]=[CH:6][C:5]([N:8]2[CH:12]=[N:11][C:10]([C:13]([OH:15])=[O:14])=[N:9]2)=[CH:4][CH:3]=1. (4) The reactants are [Br:1][C:2]1[CH:11]=[CH:10][C:5]([C:6]([O:8]C)=O)=[C:4]([CH2:12]Br)[CH:3]=1.[CH3:14][O:15][C:16]1[CH:21]=[C:20]([O:22][CH3:23])[CH:19]=[CH:18][C:17]=1[CH2:24][NH2:25].C(N(CC)CC)C. The catalyst is C1COCC1. The product is [Br:1][C:2]1[CH:3]=[C:4]2[C:5](=[CH:10][CH:11]=1)[C:6](=[O:8])[N:25]([CH2:24][C:17]1[CH:18]=[CH:19][C:20]([O:22][CH3:23])=[CH:21][C:16]=1[O:15][CH3:14])[CH2:12]2. The yield is 0.440. (5) The reactants are [Si:1]([O:8][C@@H:9]1[C@@:28]2([CH3:29])[C:13](=[CH:14][CH:15]=[C:16]3[C@@H:27]2[CH2:26][CH2:25][C@@:24]2([CH3:30])[C@H:17]3[CH2:18][CH:19]=[C:20]2[C@@H:21]([OH:23])[CH3:22])[CH2:12][C@@H:11]([O:31][Si:32]([C:35]([CH3:38])([CH3:37])[CH3:36])([CH3:34])[CH3:33])[CH2:10]1)([C:4]([CH3:7])([CH3:6])[CH3:5])([CH3:3])[CH3:2].[Cr](O[Cr]([O-])(=O)=O)([O-])(=O)=O.[NH+]1C=CC=CC=1.[NH+]1C=CC=CC=1.[O-][Si]([O-])=O.[Mg+2]. The catalyst is ClCCl. The product is [Si:1]([O:8][C@@H:9]1[C@@:28]2([CH3:29])[C:13](=[CH:14][CH:15]=[C:16]3[C@@H:27]2[CH2:26][CH2:25][C@@:24]2([CH3:30])[C@H:17]3[CH2:18][CH:19]=[C:20]2[C:21](=[O:23])[CH3:22])[CH2:12][C@@H:11]([O:31][Si:32]([C:35]([CH3:38])([CH3:37])[CH3:36])([CH3:33])[CH3:34])[CH2:10]1)([C:4]([CH3:7])([CH3:6])[CH3:5])([CH3:3])[CH3:2]. The yield is 0.570. (6) The reactants are [Cl:1][C:2]1[CH:7]=[CH:6][C:5]([C:8]2[NH:12][C:11]3[CH:13]=[C:14]([C:16]([O:18][CH3:19])=[O:17])[S:15][C:10]=3[C:9]=2[CH:20]2[CH2:25][CH2:24][CH2:23][CH2:22][CH2:21]2)=[CH:4][CH:3]=1.[H-].[Na+].[CH3:28][O:29][CH2:30]Cl. The catalyst is CN(C=O)C. The product is [Cl:1][C:2]1[CH:3]=[CH:4][C:5]([C:8]2[N:12]([CH2:28][O:29][CH3:30])[C:11]3[CH:13]=[C:14]([C:16]([O:18][CH3:19])=[O:17])[S:15][C:10]=3[C:9]=2[CH:20]2[CH2:25][CH2:24][CH2:23][CH2:22][CH2:21]2)=[CH:6][CH:7]=1. The yield is 1.00. (7) The product is [Cl:1][C:2]1[S:10][C:9]2[S:8](=[O:12])(=[O:11])[N:7]([CH2:39][O:38][CH2:37][CH2:36][Si:35]([CH3:42])([CH3:41])[CH3:34])[CH2:6][C:5]([C:14]3[CH:23]=[CH:22][C:21]4[C:16](=[CH:17][CH:18]=[CH:19][CH:20]=4)[CH:15]=3)([OH:13])[C:4]=2[CH:3]=1. The catalyst is C1COCC1. The yield is 0.420. The reactants are [Cl:1][C:2]1[S:10][C:9]2[S:8](=[O:12])(=[O:11])[NH:7][CH2:6][C:5]([C:14]3[CH:23]=[CH:22][C:21]4[C:16](=[CH:17][CH:18]=[CH:19][CH:20]=4)[CH:15]=3)([OH:13])[C:4]=2[CH:3]=1.C[Si](C)(C)[N-][Si](C)(C)C.[Li+].[CH3:34][Si:35]([CH3:42])([CH3:41])[CH2:36][CH2:37][O:38][CH2:39]Cl. (8) The reactants are Br[CH2:2][C:3]1[C:8]([F:9])=[CH:7][CH:6]=[CH:5][C:4]=1[F:10].[CH3:11][C:12]1[N:17]=[C:16]([SH:18])[N:15]=[C:14]([OH:19])[CH:13]=1. No catalyst specified. The product is [F:10][C:4]1[CH:5]=[CH:6][CH:7]=[C:8]([F:9])[C:3]=1[CH2:2][S:18][C:16]1[N:15]=[C:14]([OH:19])[CH:13]=[C:12]([CH3:11])[N:17]=1. The yield is 0.790. (9) The reactants are [CH3:1][N:2]1[CH:6]=[C:5]([C:7]2[N:12]=[C:11]([C:13]3[CH:14]=[N:15][N:16]([C:18]4([CH3:22])[CH2:21][NH:20][CH2:19]4)[CH:17]=3)[N:10]3[CH:23]=[CH:24][N:25]=[C:9]3[CH:8]=2)[CH:4]=[N:3]1.[F:26][C:27]([F:40])([F:39])[S:28](O[S:28]([C:27]([F:40])([F:39])[F:26])(=[O:30])=[O:29])(=[O:30])=[O:29]. The catalyst is C(Cl)Cl. The product is [CH3:22][C:18]1([N:16]2[CH:17]=[C:13]([C:11]3[N:10]4[CH:23]=[CH:24][N:25]=[C:9]4[CH:8]=[C:7]([C:5]4[CH:4]=[N:3][N:2]([CH3:1])[CH:6]=4)[N:12]=3)[CH:14]=[N:15]2)[CH2:21][N:20]([S:28]([C:27]([F:40])([F:39])[F:26])(=[O:30])=[O:29])[CH2:19]1. The yield is 0.0550.